From a dataset of Full USPTO retrosynthesis dataset with 1.9M reactions from patents (1976-2016). Predict the reactants needed to synthesize the given product. (1) Given the product [Br:33][CH2:28][C@H:25]1[CH2:26][CH2:27][C@H:22]([C:21]([F:31])([F:30])[F:20])[CH2:23][CH2:24]1, predict the reactants needed to synthesize it. The reactants are: C1C=CC(P(C2C=CC=CC=2)C2C=CC=CC=2)=CC=1.[F:20][C:21]([F:31])([F:30])[C@H:22]1[CH2:27][CH2:26][C@H:25]([CH2:28]O)[CH2:24][CH2:23]1.C(Br)(Br)(Br)[Br:33]. (2) Given the product [NH2:1][C:2]1[CH:10]=[CH:9][C:5]([C:6]([N:13]2[CH2:17][CH2:16][CH2:15][CH2:14]2)=[O:8])=[CH:4][C:3]=1[O:11][CH3:12], predict the reactants needed to synthesize it. The reactants are: [NH2:1][C:2]1[CH:10]=[CH:9][C:5]([C:6]([OH:8])=O)=[CH:4][C:3]=1[O:11][CH3:12].[NH:13]1[CH2:17][CH2:16][CH2:15][CH2:14]1.O.OC1C2N=NNC=2C=CC=1.C(N=C=NCCCN(C)C)C.C(N(CC)CC)C. (3) Given the product [CH3:6][C:5](=[O:64])[CH2:4][C:3](=[O:7])[CH3:2].[CH2:51]([N:56]=[C:57]=[O:63])[CH2:52][CH2:53][CH2:49][CH3:9].[NH2:1][CH2:2][C@H:3]1[O:7][CH:6]([O:8][C@@H:9]([C@@H:49]2[C@@H:53]([OH:54])[C@@H:52]([OH:55])[C@H:51]([N:56]3[CH:61]=[CH:60][C:59](=[O:62])[NH:58][C:57]3=[O:63])[O:50]2)[CH:10]2[N:11]([CH2:12][CH2:13][CH2:14][NH:15][C:16](=[O:45])[CH:17]([CH:40]([OH:44])[CH:41]([CH3:42])[CH3:43])[NH:18][C:19](=[O:39])[CH:20]([CH:32]3[CH2:37][CH2:36][NH:35][C:34](=[NH:38])[NH:33]3)[NH:21][C:22](=[O:31])[NH:23][CH:24]([CH:28]([CH3:30])[CH3:29])[C:25]([OH:27])=[O:26])[C:73](=[O:74])[N:67]([CH2:72][CH2:71][CH2:70][CH2:69][CH3:68])[C:46]2=[O:47])[C@H:5]([O:64][CH3:65])[C@H:4]1[OH:66], predict the reactants needed to synthesize it. The reactants are: [NH2:1][CH2:2][CH:3]1[O:7][CH:6]([O:8][CH:9]([CH:49]2[CH:53]([OH:54])[CH:52]([OH:55])[CH:51]([N:56]3[CH:61]=[CH:60][C:59](=[O:62])[NH:58][C:57]3=[O:63])[O:50]2)[CH:10]([C:46](O)=[O:47])[NH:11][CH2:12][CH2:13][CH2:14][NH:15][C:16](=[O:45])[CH:17]([CH:40]([OH:44])[CH:41]([CH3:43])[CH3:42])[NH:18][C:19](=[O:39])[CH:20]([CH:32]2[CH2:37][CH2:36][NH:35][C:34](=[NH:38])[NH:33]2)[NH:21][C:22](=[O:31])[NH:23][CH:24]([CH:28]([CH3:30])[CH3:29])[C:25]([OH:27])=[O:26])[CH:5]([O:64][CH3:65])[CH:4]1[OH:66].[N:67]1[CH:72]=[CH:71][CH:70]=[CH:69][CH:68]=1.[CH3:73][OH:74].